From a dataset of Full USPTO retrosynthesis dataset with 1.9M reactions from patents (1976-2016). Predict the reactants needed to synthesize the given product. (1) Given the product [NH2:16][C:11]1[CH:10]=[C:9]([O:8][CH2:1][C:2]2[CH:7]=[CH:6][CH:5]=[CH:4][CH:3]=2)[CH:14]=[CH:13][C:12]=1[O:20][C:19]1[CH:26]=[CH:25][C:23]([OH:24])=[CH:22][CH:21]=1, predict the reactants needed to synthesize it. The reactants are: [CH2:1]([O:8][C:9]1[CH:14]=[CH:13][C:12](Cl)=[C:11]([N+:16]([O-])=O)[CH:10]=1)[C:2]1[CH:7]=[CH:6][CH:5]=[CH:4][CH:3]=1.[C:19]1([CH:26]=[CH:25][C:23]([OH:24])=[CH:22][CH:21]=1)[OH:20]. (2) Given the product [N:11]1[C:10]2[CH2:12][NH:13][CH2:14][CH2:15][C:9]=2[CH:8]=[N:7][C:6]=1[NH:5][C@@H:3]([CH3:4])[CH2:2][OH:1], predict the reactants needed to synthesize it. The reactants are: [OH:1][CH2:2][C@@H:3]([NH:5][C:6]1[N:7]=[CH:8][C:9]2[CH2:15][CH2:14][N:13](C(OC(C)(C)C)=O)[CH2:12][C:10]=2[N:11]=1)[CH3:4].CO.Cl.O1CCOCC1. (3) Given the product [ClH:24].[C:19](=[O:23])([O:1][CH2:2][CH2:3][NH:4][CH3:5])[O:20][CH2:21][CH3:22], predict the reactants needed to synthesize it. The reactants are: [OH:1][CH2:2][CH2:3][N:4](C)[C:5](=O)OC(C)(C)C.N1C=CC=CC=1.[C:19]([Cl:24])(=[O:23])[O:20][CH2:21][CH3:22]. (4) Given the product [OH:18][C:11]1([C:14]([F:16])([F:15])[F:17])[CH2:10][C:9]([CH3:19])([CH3:20])[C:4]2[C:5](=[CH:6][CH:7]=[CH:8][C:3]=2[O:2][CH3:1])[CH:12]1[NH:21][C:22]1[CH:31]=[CH:30][CH:29]=[C:28]2[C:23]=1[CH:24]=[N:25][N:26]([CH3:33])[C:27]2=[O:32].[OH:18][C:11]1([C:14]([F:15])([F:16])[F:17])[CH2:10][C:9]([CH3:19])([CH3:20])[C:4]2[C:5](=[CH:6][CH:7]=[CH:8][C:3]=2[OH:2])[CH:12]1[NH:21][C:22]1[CH:31]=[CH:30][CH:29]=[C:28]2[C:23]=1[CH:24]=[N:25][N:26]([CH3:33])[C:27]2=[O:32], predict the reactants needed to synthesize it. The reactants are: [CH3:1][O:2][C:3]1[CH:8]=[CH:7][CH:6]=[CH:5][C:4]=1[C:9]([CH3:20])([CH3:19])[CH2:10][C:11]([OH:18])([C:14]([F:17])([F:16])[F:15])[CH:12]=O.[NH2:21][C:22]1[CH:31]=[CH:30][CH:29]=[C:28]2[C:23]=1[CH:24]=[N:25][N:26]([CH3:33])[C:27]2=[O:32].B(Br)(Br)Br. (5) Given the product [Br:1][C:2]1[N:7]=[C:6]2[N:8]([CH:12]3[CH2:17][CH2:16][CH2:15][CH2:14][O:13]3)[N:9]=[C:10]([CH3:11])[C:5]2=[C:4]([CH2:18][O:19][S:21]([CH3:20])(=[O:23])=[O:22])[CH:3]=1, predict the reactants needed to synthesize it. The reactants are: [Br:1][C:2]1[N:7]=[C:6]2[N:8]([CH:12]3[CH2:17][CH2:16][CH2:15][CH2:14][O:13]3)[N:9]=[C:10]([CH3:11])[C:5]2=[C:4]([CH2:18][OH:19])[CH:3]=1.[CH3:20][S:21](Cl)(=[O:23])=[O:22]. (6) Given the product [CH3:23][O:22][C:15]1[CH:16]=[C:17]([O:20][CH3:21])[CH:18]=[CH:19][C:14]=1[CH2:13][N:7]1[CH2:6][CH:5]([C:3]([OH:4])=[O:2])[C:9]2([CH2:11][CH2:10]2)[C:8]1=[O:12], predict the reactants needed to synthesize it. The reactants are: C[O:2][C:3]([CH:5]1[C:9]2([CH2:11][CH2:10]2)[C:8](=[O:12])[N:7]([CH2:13][C:14]2[CH:19]=[CH:18][C:17]([O:20][CH3:21])=[CH:16][C:15]=2[O:22][CH3:23])[CH2:6]1)=[O:4].[OH-].[Na+].Cl. (7) The reactants are: [Cl-].Cl[C:3](Cl)=[N+:4]([CH3:6])[CH3:5].[CH2:8]([N:13]1[C:21]2[N:20]=[CH:19][NH:18][C:17]=2[C:16](=[O:22])[NH:15]/[C:14]/1=[N:23]/[NH2:24])[CH2:9][CH2:10][CH2:11][CH3:12].[OH-].[Na+]. Given the product [CH3:5][N:4]([CH3:6])[C:3]1[N:15]2[C:16](=[O:22])[C:17]3[NH:18][CH:19]=[N:20][C:21]=3[N:13]([CH2:8][CH2:9][CH2:10][CH2:11][CH3:12])[C:14]2=[N:23][N:24]=1, predict the reactants needed to synthesize it. (8) Given the product [F:7][C:8]([F:19])([F:18])[C:9]1[CH:14]=[CH:13][C:12]([C:2]2[CH:6]=[CH:5][S:4][CH:3]=2)=[CH:11][CH:10]=1, predict the reactants needed to synthesize it. The reactants are: Br[C:2]1[CH:6]=[CH:5][S:4][CH:3]=1.[F:7][C:8]([F:19])([F:18])[C:9]1[CH:14]=[CH:13][C:12](B(O)O)=[CH:11][CH:10]=1.C([O-])([O-])=O.[K+].[K+].O1CCCC1. (9) Given the product [CH3:1][C:2]1([CH3:34])[C:11]2[CH:10]=[C:9]([C:12](=[O:26])[C:13]([NH:15][C:16]3[CH:25]=[CH:24][C:19]([C:20]([OH:22])=[O:21])=[CH:18][CH:17]=3)=[O:14])[CH:8]=[CH:7][C:6]=2[C:5]([C:27]2[CH:28]=[CH:29][C:30]([CH3:33])=[CH:31][CH:32]=2)=[CH:4][CH2:3]1, predict the reactants needed to synthesize it. The reactants are: [CH3:1][C:2]1([CH3:34])[C:11]2[CH:10]=[C:9]([C:12](=[O:26])[C:13]([NH:15][C:16]3[CH:25]=[CH:24][C:19]([C:20]([O:22]C)=[O:21])=[CH:18][CH:17]=3)=[O:14])[CH:8]=[CH:7][C:6]=2[C:5]([C:27]2[CH:32]=[CH:31][C:30]([CH3:33])=[CH:29][CH:28]=2)=[CH:4][CH2:3]1.O.[OH-].[Li+]. (10) Given the product [ClH:1].[ClH:1].[CH3:2][O:3][C:4]1[CH:5]=[C:6]([C:14]2[CH:15]=[CH:16][C:17]([C:18]([N:20]3[CH2:21][CH2:22][N:23]([CH2:26][C:27]4[CH:32]=[CH:31][CH:30]=[C:29]([CH2:33][N:34]5[CH2:39][CH2:38][N:37]([C:40](=[O:59])[C:41]6[CH:46]=[CH:45][C:44]([C:47]7[CH:52]=[C:51]([O:53][CH3:54])[C:50]([O:55][CH3:56])=[C:49]([O:57][CH3:58])[CH:48]=7)=[CH:43][CH:42]=6)[CH2:36][CH2:35]5)[N:28]=4)[CH2:24][CH2:25]3)=[O:19])=[CH:60][CH:61]=2)[CH:7]=[C:8]([O:12][CH3:13])[C:9]=1[O:10][CH3:11], predict the reactants needed to synthesize it. The reactants are: [ClH:1].[CH3:2][O:3][C:4]1[CH:5]=[C:6]([C:14]2[CH:61]=[CH:60][C:17]([C:18]([N:20]3[CH2:25][CH2:24][N:23]([CH2:26][C:27]4[CH:32]=[CH:31][CH:30]=[C:29]([CH2:33][N:34]5[CH2:39][CH2:38][N:37]([C:40](=[O:59])[C:41]6[CH:46]=[CH:45][C:44]([C:47]7[CH:52]=[C:51]([O:53][CH3:54])[C:50]([O:55][CH3:56])=[C:49]([O:57][CH3:58])[CH:48]=7)=[CH:43][CH:42]=6)[CH2:36][CH2:35]5)[N:28]=4)[CH2:22][CH2:21]3)=[O:19])=[CH:16][CH:15]=2)[CH:7]=[C:8]([O:12][CH3:13])[C:9]=1[O:10][CH3:11].